This data is from Full USPTO retrosynthesis dataset with 1.9M reactions from patents (1976-2016). The task is: Predict the reactants needed to synthesize the given product. (1) Given the product [CH:30]1([C:28]2[CH:29]=[C:25]([NH:24][C:22]3[C:21]([C:33]#[CH:34])=[C:20]([CH3:35])[N:19]=[C:18]([C:15]4[S:14][C:13]([S:10]([NH2:9])(=[O:12])=[O:11])=[CH:17][CH:16]=4)[N:23]=3)[NH:26][N:27]=2)[CH2:32][CH2:31]1, predict the reactants needed to synthesize it. The reactants are: B(Cl)(Cl)Cl.C([NH:9][S:10]([C:13]1[S:14][C:15]([C:18]2[N:23]=[C:22]([NH:24][C:25]3[CH:29]=[C:28]([CH:30]4[CH2:32][CH2:31]4)[NH:27][N:26]=3)[C:21]([C:33]#[CH:34])=[C:20]([CH3:35])[N:19]=2)=[CH:16][CH:17]=1)(=[O:12])=[O:11])(C)(C)C. (2) Given the product [CH3:5][O:6][CH2:7][O:8][C:9]1[CH:16]=[CH:15][C:12](/[CH:13]=[C:18](\[CH2:19][O:4][CH3:3])/[C:17]([OH:21])=[O:20])=[CH:11][CH:10]=1, predict the reactants needed to synthesize it. The reactants are: [H-].[Na+].[CH3:3][OH:4].[CH3:5][O:6][CH2:7][O:8][C:9]1[CH:16]=[CH:15][C:12]([CH:13]=O)=[CH:11][CH:10]=1.[C:17]([O:21]C)(=[O:20])[CH:18]=[CH2:19]. (3) The reactants are: [C:1]([O:5][C:6]([NH:8][CH2:9][CH2:10][C:11]([OH:13])=O)=[O:7])([CH3:4])([CH3:3])[CH3:2].Cl.CN(C)CCCN=C=NCC.O.ON1C2C=CC=CC=2N=N1.C(N(CC)C(C)C)(C)C.FC(F)(F)C(O)=O.[NH2:53][C@H:54]([C:59]([O:61][CH2:62][CH2:63][O:64][C:65]1[CH:70]=[CH:69][C:68]([C:71]2[C:76]([C:77]#[N:78])=[C:75]([N:79]3[CH2:83][CH2:82][CH2:81][CH2:80]3)[N:74]=[C:73]([S:84][CH2:85][C:86]3[N:87]=[C:88]([C:91]4[CH:96]=[CH:95][C:94]([Cl:97])=[CH:93][CH:92]=4)[S:89][CH:90]=3)[C:72]=2[C:98]#[N:99])=[CH:67][CH:66]=1)=[O:60])[CH2:55][CH:56]([CH3:58])[CH3:57]. Given the product [C:1]([O:5][C:6]([NH:8][CH2:9][CH2:10][C:11]([NH:53][C@H:54]([C:59]([O:61][CH2:62][CH2:63][O:64][C:65]1[CH:66]=[CH:67][C:68]([C:71]2[C:76]([C:77]#[N:78])=[C:75]([N:79]3[CH2:83][CH2:82][CH2:81][CH2:80]3)[N:74]=[C:73]([S:84][CH2:85][C:86]3[N:87]=[C:88]([C:91]4[CH:96]=[CH:95][C:94]([Cl:97])=[CH:93][CH:92]=4)[S:89][CH:90]=3)[C:72]=2[C:98]#[N:99])=[CH:69][CH:70]=1)=[O:60])[CH2:55][CH:56]([CH3:57])[CH3:58])=[O:13])=[O:7])([CH3:2])([CH3:3])[CH3:4], predict the reactants needed to synthesize it. (4) Given the product [NH2:7][C:8]1[N:9]([CH3:26])[C:10](=[O:25])[C:11]([CH3:24])([CH3:23])[C@:12]([C:15]2[CH:20]=[C:19]([NH:21][C:34]([C:30]3([C:29]([F:38])([F:37])[F:28])[CH2:33][CH2:32][CH2:31]3)=[O:35])[CH:18]=[CH:17][C:16]=2[F:22])([CH3:14])[N:13]=1, predict the reactants needed to synthesize it. The reactants are: C(OC(=O)[NH:7][C:8]1[N:9]([CH3:26])[C:10](=[O:25])[C:11]([CH3:24])([CH3:23])[C@:12]([C:15]2[CH:20]=[C:19]([NH2:21])[CH:18]=[CH:17][C:16]=2[F:22])([CH3:14])[N:13]=1)(C)(C)C.[F:28][C:29]([F:38])([F:37])[C:30]1([C:34](O)=[O:35])[CH2:33][CH2:32][CH2:31]1. (5) The reactants are: [Cl:1][C:2]1[C:3]([NH:15][C:16]([C:18]2[C:26]3[C:21](=[CH:22][CH:23]=[CH:24][CH:25]=3)[N:20]([CH3:27])[N:19]=2)=[O:17])=[CH:4][C:5]([F:14])=[C:6]([CH2:8][C:9]([O:11]CC)=[O:10])[CH:7]=1.C1COCC1.[OH-].[Na+]. Given the product [Cl:1][C:2]1[C:3]([NH:15][C:16]([C:18]2[C:26]3[C:21](=[CH:22][CH:23]=[CH:24][CH:25]=3)[N:20]([CH3:27])[N:19]=2)=[O:17])=[CH:4][C:5]([F:14])=[C:6]([CH2:8][C:9]([OH:11])=[O:10])[CH:7]=1, predict the reactants needed to synthesize it. (6) Given the product [Si:13]([O:12][CH2:11][CH2:10][S:8][C:4]1[CH:3]=[C:2]([N:35]([C:44]([O:46][C:47]([CH3:50])([CH3:49])[CH3:48])=[O:45])[NH:36][C:37]([O:39][C:40]([CH3:41])([CH3:42])[CH3:43])=[O:38])[CH:7]=[CH:6][CH:5]=1)([C:33]([CH3:32])([CH3:34])[CH3:24])([CH3:15])[CH3:14], predict the reactants needed to synthesize it. The reactants are: Br[C:2]1[CH:3]=[C:4]([SH:8])[CH:5]=[CH:6][CH:7]=1.Br[CH2:10][CH2:11][O:12][Si:13](O[Si:13]([CH3:15])([CH3:14])[O:12][CH2:11][CH2:10]Br)([CH3:15])[CH3:14].[C:24]([O-])([O-])=O.[K+].[K+].[Li]C[CH2:32][CH2:33][CH3:34].[N:35]([C:44]([O:46][C:47]([CH3:50])([CH3:49])[CH3:48])=[O:45])=[N:36][C:37]([O:39][C:40]([CH3:43])([CH3:42])[CH3:41])=[O:38]. (7) Given the product [F:1][C:2]1[CH:3]=[CH:4][C:5]([C:8]2[C:9]([CH2:22][OH:23])=[C:10]3[N:14]([C:15]=2[C:16]2[CH:17]=[CH:18][N:19]=[CH:20][CH:21]=2)[CH2:13][CH2:12][CH2:11]3)=[CH:6][CH:7]=1, predict the reactants needed to synthesize it. The reactants are: [F:1][C:2]1[CH:7]=[CH:6][C:5]([C:8]2[C:9]([C:22](OCC)=[O:23])=[C:10]3[N:14]([C:15]=2[C:16]2[CH:21]=[CH:20][N:19]=[CH:18][CH:17]=2)[CH2:13][CH2:12][CH2:11]3)=[CH:4][CH:3]=1.